The task is: Predict the reactants needed to synthesize the given product.. This data is from Full USPTO retrosynthesis dataset with 1.9M reactions from patents (1976-2016). Given the product [Cl:27][C:28]1[CH:29]=[CH:30][C:31]([C:34]2[CH:39]=[CH:38][CH:37]=[CH:36][C:35]=2[CH2:40][N:8]2[CH2:7][CH2:6][N:5]3[C:9]4[CH:15]=[N:14][C:13]([C:16]([O:18][CH3:19])=[O:17])=[CH:12][C:10]=4[CH2:11][CH:4]3[CH2:3]2)=[CH:32][CH:33]=1, predict the reactants needed to synthesize it. The reactants are: Cl.Cl.[CH2:3]1[NH:8][CH2:7][CH2:6][N:5]2[C:9]3[CH:15]=[N:14][C:13]([C:16]([O:18][CH3:19])=[O:17])=[CH:12][C:10]=3[CH2:11][CH:4]12.C(N(CC)CC)C.[Cl:27][C:28]1[CH:33]=[CH:32][C:31]([C:34]2[CH:39]=[CH:38][CH:37]=[CH:36][C:35]=2[CH2:40]Cl)=[CH:30][CH:29]=1.[I-].[Na+].